From a dataset of Full USPTO retrosynthesis dataset with 1.9M reactions from patents (1976-2016). Predict the reactants needed to synthesize the given product. (1) Given the product [CH2:17]([N:6]1[C:5]2[CH:7]=[CH:8][C:9]([CH:11]=[O:12])=[CH:10][C:4]=2[S:3][C:2]1=[O:1])[CH2:16][CH:15]=[CH2:14], predict the reactants needed to synthesize it. The reactants are: [O:1]=[C:2]1[NH:6][C:5]2[CH:7]=[CH:8][C:9]([CH:11]=[O:12])=[CH:10][C:4]=2[S:3]1.Br[CH2:14][CH2:15][CH:16]=[CH2:17].[I-].[K+].C(=O)([O-])[O-].[K+].[K+]. (2) The reactants are: [C:1]([O:5][C:6]([N:8]([CH2:21][C@@H:22]1[C@@H:27]([C:28]2[CH:33]=[CH:32][CH:31]=[CH:30][C:29]=2[F:34])[CH2:26][CH2:25][N:24]([C:35]2[C:44]([F:45])=[CH:43][C:38]([C:39]([O:41]C)=[O:40])=[CH:37][C:36]=2[F:46])[CH2:23]1)[C@@H:9]([C:11]1[C:20]2[C:15](=[CH:16][CH:17]=[CH:18][CH:19]=2)[CH:14]=[CH:13][CH:12]=1)[CH3:10])=[O:7])([CH3:4])([CH3:3])[CH3:2].[OH-].[Na+].Cl. Given the product [C:1]([O:5][C:6]([N:8]([CH2:21][CH:22]1[CH:27]([C:28]2[CH:33]=[CH:32][CH:31]=[CH:30][C:29]=2[F:34])[CH2:26][CH2:25][N:24]([C:35]2[C:44]([F:45])=[CH:43][C:38]([C:39]([OH:41])=[O:40])=[CH:37][C:36]=2[F:46])[CH2:23]1)[C@@H:9]([C:11]1[C:20]2[C:15](=[CH:16][CH:17]=[CH:18][CH:19]=2)[CH:14]=[CH:13][CH:12]=1)[CH3:10])=[O:7])([CH3:2])([CH3:3])[CH3:4], predict the reactants needed to synthesize it. (3) The reactants are: [N+:1](/[CH:4]=[CH:5]/[C:6]1[CH:11]=[CH:10][C:9]([Cl:12])=[CH:8][CH:7]=1)([O-:3])=[O:2].[Br:13][C:14]1[CH:22]=[C:21]2[C:17]([CH:18]=[CH:19][NH:20]2)=[CH:16][CH:15]=1. Given the product [Br:13][C:14]1[CH:22]=[C:21]2[C:17]([C:18]([CH:5]([C:6]3[CH:11]=[CH:10][C:9]([Cl:12])=[CH:8][CH:7]=3)[CH2:4][N+:1]([O-:3])=[O:2])=[CH:19][NH:20]2)=[CH:16][CH:15]=1, predict the reactants needed to synthesize it. (4) The reactants are: [CH3:1][C:2]1[N:7]=[C:6]([C:8]2[CH:13]=[CH:12][CH:11]=[C:10]([C:14]3[CH:15]=[C:16]([NH2:20])[CH:17]=[CH:18][CH:19]=3)[N:9]=2)[CH:5]=[C:4]([C:21]2[CH:26]=[CH:25][C:24]([C:27]([F:30])([F:29])[F:28])=[CH:23][CH:22]=2)[CH:3]=1.C(N(CC)CC)C.[N:38]1([S:44](Cl)(=[O:46])=[O:45])[CH2:43][CH2:42][O:41][CH2:40][CH2:39]1. Given the product [CH3:1][C:2]1[N:7]=[C:6]([C:8]2[CH:13]=[CH:12][CH:11]=[C:10]([C:14]3[CH:15]=[C:16]([NH:20][S:44]([N:38]4[CH2:43][CH2:42][O:41][CH2:40][CH2:39]4)(=[O:46])=[O:45])[CH:17]=[CH:18][CH:19]=3)[N:9]=2)[CH:5]=[C:4]([C:21]2[CH:26]=[CH:25][C:24]([C:27]([F:28])([F:30])[F:29])=[CH:23][CH:22]=2)[CH:3]=1, predict the reactants needed to synthesize it. (5) Given the product [C:35]([O:34][C:33](=[O:39])[N:32]([CH2:40][CH2:41][CH2:42][CH2:43][N:28]1[CH2:27][CH2:26][N:25]([CH2:24][C:21]2[CH:20]=[CH:19][C:18]([N:3]3[C:2]([OH:1])=[N:6][N:5]=[C:4]3[C:7]3[CH:12]=[C:11]([CH:13]([CH3:15])[CH3:14])[C:10]([OH:16])=[CH:9][C:8]=3[OH:17])=[CH:23][CH:22]=2)[CH2:30][CH2:29]1)[CH3:31])([CH3:38])([CH3:37])[CH3:36], predict the reactants needed to synthesize it. The reactants are: [OH:1][C:2]1[N:3]([C:18]2[CH:23]=[CH:22][C:21]([CH2:24][N:25]3[CH2:30][CH2:29][NH:28][CH2:27][CH2:26]3)=[CH:20][CH:19]=2)[C:4]([C:7]2[CH:12]=[C:11]([CH:13]([CH3:15])[CH3:14])[C:10]([OH:16])=[CH:9][C:8]=2[OH:17])=[N:5][N:6]=1.[CH3:31][N:32]([CH2:40][CH2:41][CH2:42][CH:43]=O)[C:33](=[O:39])[O:34][C:35]([CH3:38])([CH3:37])[CH3:36].[BH3-]C#N.[Na+]. (6) Given the product [NH2:37][CH2:36][C:35]1[C:34]([O:41][CH3:42])=[C:33]([C:9]2[CH:30]=[CH:29][CH:28]=[C:11]([CH2:12][O:13][C:14]3[CH:19]=[CH:18][CH:17]=[CH:16][C:15]=3[CH2:20][C:21]([OH:23])=[O:22])[CH:10]=2)[CH:40]=[CH:39][CH:38]=1, predict the reactants needed to synthesize it. The reactants are: CC1(C)C(C)(C)OB([C:9]2[CH:10]=[C:11]([CH:28]=[CH:29][CH:30]=2)[CH2:12][O:13][C:14]2[CH:19]=[CH:18][CH:17]=[CH:16][C:15]=2[CH2:20][C:21]([O:23]C(C)(C)C)=[O:22])O1.Br[C:33]1[C:34]([O:41][CH3:42])=[C:35]([CH:38]=[CH:39][CH:40]=1)[C:36]#[N:37]. (7) Given the product [Cl:14][C:10]1[C:5]2[S:4][CH:3]=[C:2]([CH3:1])[C:6]=2[N:7]=[CH:8][N:9]=1, predict the reactants needed to synthesize it. The reactants are: [CH3:1][C:2]1[C:6]2[N:7]=[CH:8][NH:9][C:10](=O)[C:5]=2[S:4][CH:3]=1.O=P(Cl)(Cl)[Cl:14]. (8) Given the product [OH:29][NH:28][C:4](=[O:3])/[CH:5]=[CH:6]/[C:7]1[CH:12]=[CH:11][CH:10]=[CH:9][C:8]=1[N:13]1[CH2:18][CH2:17][N:16]([C:19]([O:21][C:22]([CH3:25])([CH3:24])[CH3:23])=[O:20])[CH2:15][C:14]1=[O:26], predict the reactants needed to synthesize it. The reactants are: C([O:3][C:4](=O)/[CH:5]=[CH:6]/[C:7]1[CH:12]=[CH:11][CH:10]=[CH:9][C:8]=1[N:13]1[CH2:18][CH2:17][N:16]([C:19]([O:21][C:22]([CH3:25])([CH3:24])[CH3:23])=[O:20])[CH2:15][C:14]1=[O:26])C.[NH2:28][OH:29].[OH-].[Na+]. (9) Given the product [O:32]1[CH2:31][CH2:24][CH2:34][C@@H:33]1[CH2:41][N:1]1[C:9]2[C:4](=[CH:5][CH:6]=[CH:7][CH:8]=2)[C:3]2([CH2:13][O:12][C:11]3=[CH:14][C:15]4[CH2:19][CH2:18][O:17][C:16]=4[CH:20]=[C:10]23)[C:2]1=[O:21], predict the reactants needed to synthesize it. The reactants are: [NH:1]1[C:9]2[C:4](=[CH:5][CH:6]=[CH:7][CH:8]=2)[C:3]2([CH2:13][O:12][C:11]3=[CH:14][C:15]4[CH2:19][CH2:18][O:17][C:16]=4[CH:20]=[C:10]23)[C:2]1=[O:21].N1C2C(=CC=CC=2)[C:24]2([C:34]3=CC4OCOC=4[CH:41]=[C:33]3[O:32][CH2:31]2)C1=O.CC1C=CC(S(OC[C@H]2CCCO2)(=O)=O)=CC=1.CC1C=CC(S(OC[C@H]2COCCO2)(=O)=O)=CC=1. (10) Given the product [Cl:1][C:2]1[CH:10]=[C:9]([C:11]2[CH:12]=[N:13][C:14]3[N:15]([C:17]([CH2:20][C:21]4[CH:22]=[C:23]5[C:28](=[CH:29][CH:30]=4)[N:27]=[CH:26][CH:25]=[CH:24]5)=[CH:18][N:19]=3)[N:16]=2)[CH:8]=[CH:7][C:3]=1[C:4]([NH:49][C@H:50]([C:51]1[N:52]=[C:53]([CH3:54])[O:46][N:47]=1)[CH3:55])=[O:6], predict the reactants needed to synthesize it. The reactants are: [Cl:1][C:2]1[CH:10]=[C:9]([C:11]2[CH:12]=[N:13][C:14]3[N:15]([C:17]([CH2:20][C:21]4[CH:22]=[C:23]5[C:28](=[CH:29][CH:30]=4)[N:27]=[CH:26][CH:25]=[CH:24]5)=[CH:18][N:19]=3)[N:16]=2)[CH:8]=[CH:7][C:3]=1[C:4]([OH:6])=O.CN(C)C=O.F[P-](F)(F)(F)(F)F.C[N+](C)=C(N(C)C)[O:46][N:47]1[C:51]2[N:52]=[CH:53][CH:54]=[CH:55][C:50]=2[N:49]=N1.C(N(CC)C(C)C)(C)C.OC(C(F)(F)F)=O.CC1ON=C([C@@H](N)C)N=1.